From a dataset of Forward reaction prediction with 1.9M reactions from USPTO patents (1976-2016). Predict the product of the given reaction. (1) Given the reactants Cl.[N+:2]([O-:11])([O:4][CH:5]1[CH2:10][CH2:9][NH:8][CH2:7][CH2:6]1)=[O:3].C(N(CC)CC)C.[C:19](=O)([O:30]C1C=CC([N+]([O-])=O)=CC=1)[O:20][C@@H:21]1[CH2:25][O:24][C@@H:23]2[C@H:26]([OH:29])[CH2:27][O:28][C@H:22]12, predict the reaction product. The product is: [N+:2]([O:4][CH:5]1[CH2:10][CH2:9][N:8]([C:19]([O:20][C@@H:21]2[CH2:25][O:24][C@@H:23]3[C@H:26]([OH:29])[CH2:27][O:28][C@H:22]23)=[O:30])[CH2:7][CH2:6]1)([O-:11])=[O:3]. (2) Given the reactants [C:1]([NH:4][C:5]1[C:14]([F:15])=[C:13](F)[C:12]([CH3:17])=[C:11]2[C:6]=1[C:7](=[O:25])[C:8]([C:22]([OH:24])=[O:23])=[CH:9][N:10]2[C@@H:18]1[CH2:20][C@@H:19]1[F:21])(=[O:3])[CH3:2].[C:26]([O:30][C:31]([NH:33][C:34]1([C@H:37]2[CH2:41][NH:40][CH2:39][C@H:38]2[F:42])[CH2:36][CH2:35]1)=[O:32])([CH3:29])([CH3:28])[CH3:27], predict the reaction product. The product is: [C:1]([NH:4][C:5]1[C:14]([F:15])=[C:13]([N:40]2[CH2:41][C@H:37]([C:34]3([NH:33][C:31]([O:30][C:26]([CH3:28])([CH3:27])[CH3:29])=[O:32])[CH2:35][CH2:36]3)[C@H:38]([F:42])[CH2:39]2)[C:12]([CH3:17])=[C:11]2[C:6]=1[C:7](=[O:25])[C:8]([C:22]([OH:24])=[O:23])=[CH:9][N:10]2[C@@H:18]1[CH2:20][C@@H:19]1[F:21])(=[O:3])[CH3:2].